Predict which catalyst facilitates the given reaction. From a dataset of Catalyst prediction with 721,799 reactions and 888 catalyst types from USPTO. (1) Reactant: [BH4-].[Na+].C[O:4][C:5](=O)[C:6]([OH:15])([C:11]([F:14])([F:13])[F:12])[C:7]([F:10])([F:9])[F:8].CN1CC=C(C2SC=CC=2)CC1. Product: [F:8][C:7]([F:9])([F:10])[C:6]([C:11]([F:12])([F:14])[F:13])([OH:15])[CH2:5][OH:4]. The catalyst class is: 6. (2) Product: [F:15][C:16]1[CH:22]=[C:21]([C:5]2[C:6]([C:11]([F:14])([F:13])[F:12])=[N:7][N:8]([CH3:10])[CH:9]=2)[CH:20]=[CH:19][C:17]=1[NH2:18]. Reactant: ClCCl.Br[C:5]1[C:6]([C:11]([F:14])([F:13])[F:12])=[N:7][N:8]([CH3:10])[CH:9]=1.[F:15][C:16]1[CH:22]=[C:21](B2OC(C)(C)C(C)(C)O2)[CH:20]=[CH:19][C:17]=1[NH2:18].C([O-])([O-])=O.[Na+].[Na+]. The catalyst class is: 117. (3) Reactant: [OH:1][C:2]1[C:10]([O:11][CH3:12])=[CH:9][C:8]([C:13]2[N:14]([C:29]([O:31][C:32]([CH3:35])([CH3:34])[CH3:33])=[O:30])[C:15]3[C:20]([CH:21]=2)=[CH:19][C:18]([CH2:22][N:23]2[CH2:28][CH2:27][CH2:26][CH2:25][CH2:24]2)=[CH:17][CH:16]=3)=[C:7]2[C:3]=1[CH2:4][NH:5][C:6]2=[O:36].C(N(CC)CC)C.[F:44][C:45]1[CH:46]=[C:47]([S:52](Cl)(=[O:54])=[O:53])[CH:48]=[CH:49][C:50]=1[CH3:51]. Product: [F:44][C:45]1[CH:46]=[C:47]([S:52]([O:1][C:2]2[C:10]([O:11][CH3:12])=[CH:9][C:8]([C:13]3[N:14]([C:29]([O:31][C:32]([CH3:33])([CH3:35])[CH3:34])=[O:30])[C:15]4[C:20]([CH:21]=3)=[CH:19][C:18]([CH2:22][N:23]3[CH2:28][CH2:27][CH2:26][CH2:25][CH2:24]3)=[CH:17][CH:16]=4)=[C:7]3[C:3]=2[CH2:4][NH:5][C:6]3=[O:36])(=[O:54])=[O:53])[CH:48]=[CH:49][C:50]=1[CH3:51]. The catalyst class is: 10. (4) The catalyst class is: 49. Reactant: [H-].[Na+].[NH2:3][C:4]1[CH:15]=[CH:14][CH:13]=[CH:12][C:5]=1[C:6]([N:8]([O:10][CH3:11])[CH3:9])=[O:7].Cl[C:17]1[CH:22]=[C:21]([Cl:23])[N:20]=[CH:19][C:18]=1[C:24]#[N:25]. Product: [Cl:23][C:21]1[CH:22]=[C:17]([NH:3][C:4]2[CH:15]=[CH:14][CH:13]=[CH:12][C:5]=2[C:6]([N:8]([O:10][CH3:11])[CH3:9])=[O:7])[C:18]([C:24]#[N:25])=[CH:19][N:20]=1. (5) Reactant: [CH:1]([O:4][C:5]1[CH:13]=[CH:12][C:8]([C:9]([NH2:11])=[O:10])=[CH:7][C:6]=1[N+:14]([O-])=O)([CH3:3])C.C([N:25]=[C:26]=[S:27])(=O)C1C=CC=CC=1.O. Product: [CH2:1]([O:4][C:5]1[CH:13]=[CH:12][C:8]([C:9]([NH2:11])=[O:10])=[CH:7][C:6]=1[NH:14][C:26]([NH2:25])=[S:27])[CH3:3]. The catalyst class is: 21. (6) Reactant: [CH3:1][O:2][C:3](=[O:19])[C:4]1[CH:9]=[CH:8][C:7]([CH2:10]O)=[CH:6][C:5]=1[O:12][C:13]1[CH:18]=[CH:17][CH:16]=[CH:15][CH:14]=1.[Li+].[Br-].P(Br)(Br)[Br:23].O. Product: [CH3:1][O:2][C:3](=[O:19])[C:4]1[CH:9]=[CH:8][C:7]([CH2:10][Br:23])=[CH:6][C:5]=1[O:12][C:13]1[CH:18]=[CH:17][CH:16]=[CH:15][CH:14]=1. The catalyst class is: 3.